From a dataset of CYP1A2 inhibition data for predicting drug metabolism from PubChem BioAssay. Regression/Classification. Given a drug SMILES string, predict its absorption, distribution, metabolism, or excretion properties. Task type varies by dataset: regression for continuous measurements (e.g., permeability, clearance, half-life) or binary classification for categorical outcomes (e.g., BBB penetration, CYP inhibition). Dataset: cyp1a2_veith. (1) The compound is O=C(OCc1ccccn1)c1ccc(COc2ccccc2Cl)o1. The result is 1 (inhibitor). (2) The molecule is Br/C(=N\Nc1nn[nH]n1)c1ccncc1. The result is 0 (non-inhibitor). (3) The compound is CN(C)c1ccc(-c2cncnc2Nc2ccc(F)cc2)cc1. The result is 1 (inhibitor). (4) The drug is CN1CCC(=C2c3ccccc3Sc3ccccc32)CC1. The result is 0 (non-inhibitor). (5) The result is 1 (inhibitor). The drug is O=C1CC(c2ccc3c(c2)OCO3)Sc2nc3ccccc3n21. (6) The molecule is OC[C@@H]1O[C@H](O)[C@@H](Cl)[C@H](O)[C@@H]1O. The result is 0 (non-inhibitor). (7) The result is 1 (inhibitor). The molecule is Cc1ccc(N=Cc2cc(C)n(C3CCCC3)c2C)cc1.